Dataset: Forward reaction prediction with 1.9M reactions from USPTO patents (1976-2016). Task: Predict the product of the given reaction. (1) Given the reactants [Cl:1][C:2]1[N:7]2[CH:8]=[CH:9][N:10]=[C:6]2[C:5]([OH:11])=[N:4][C:3]=1[C:12]1[CH:19]=[CH:18][C:15]([C:16]#[N:17])=[CH:14][CH:13]=1.O[CH2:21][C@@H:22]1[CH2:27][CH2:26][CH2:25][N:24]([C:28]([O:30][C:31]([CH3:34])([CH3:33])[CH3:32])=[O:29])[CH2:23]1.C1(P(C2C=CC=CC=2)C2C=CC=CC=2)C=CC=CC=1.N(C(OC(C)C)=O)=NC(OC(C)C)=O, predict the reaction product. The product is: [Cl:1][C:2]1[N:7]2[CH:8]=[CH:9][N:10]=[C:6]2[C:5]([O:11][CH2:21][C@@H:22]2[CH2:27][CH2:26][CH2:25][N:24]([C:28]([O:30][C:31]([CH3:32])([CH3:34])[CH3:33])=[O:29])[CH2:23]2)=[N:4][C:3]=1[C:12]1[CH:13]=[CH:14][C:15]([C:16]#[N:17])=[CH:18][CH:19]=1. (2) Given the reactants [CH2:1]([O:8][C@@H:9]1[C@@H:21]([O:22][CH2:23][C:24]2[CH:29]=[CH:28][CH:27]=[CH:26][CH:25]=2)[C@H:20]([O:30][CH2:31][C:32]2[CH:37]=[CH:36][CH:35]=[CH:34][CH:33]=2)[C@@H:19]([CH2:38][O:39]C(=O)C(C)(C)C)[O:18][C@H:10]1[S:11][C:12]1[CH:17]=[CH:16][CH:15]=[CH:14][CH:13]=1)[C:2]1[CH:7]=[CH:6][CH:5]=[CH:4][CH:3]=1.O(C)[Na].OC, predict the reaction product. The product is: [CH2:1]([O:8][C@@H:9]1[C@@H:21]([O:22][CH2:23][C:24]2[CH:29]=[CH:28][CH:27]=[CH:26][CH:25]=2)[C@H:20]([O:30][CH2:31][C:32]2[CH:37]=[CH:36][CH:35]=[CH:34][CH:33]=2)[C@@H:19]([CH2:38][OH:39])[O:18][C@H:10]1[S:11][C:12]1[CH:13]=[CH:14][CH:15]=[CH:16][CH:17]=1)[C:2]1[CH:7]=[CH:6][CH:5]=[CH:4][CH:3]=1.